Predict the reaction yield, written as a fraction of the theoretical maximum amount of product (1.0 means a 100% yield; for example, 0.34 means a 34% yield). From a dataset of Reaction yield outcomes from USPTO patents with 853,638 reactions. The reactants are Br[CH2:2][C:3]([C:5]1[CH:10]=[CH:9][CH:8]=[CH:7][C:6]=1[N+:11]([O-:13])=[O:12])=O.[NH2:14][C:15]([NH2:17])=[S:16]. The catalyst is CCO. The product is [N+:11]([C:6]1[CH:7]=[CH:8][CH:9]=[CH:10][C:5]=1[C:3]1[N:14]=[C:15]([NH2:17])[S:16][CH:2]=1)([O-:13])=[O:12]. The yield is 1.00.